From a dataset of Reaction yield outcomes from USPTO patents with 853,638 reactions. Predict the reaction yield, written as a fraction of the theoretical maximum amount of product (1.0 means a 100% yield; for example, 0.34 means a 34% yield). (1) The yield is 0.640. The product is [CH2:7]([C@H:14]([C@@H:18]([CH2:22][C:23]1[CH:28]=[CH:27][CH:26]=[CH:25][CH:24]=1)[CH2:19][OH:20])[CH2:15][OH:16])[C:8]1[CH:9]=[CH:10][CH:11]=[CH:12][CH:13]=1. The reactants are [H-].[Al+3].[Li+].[H-].[H-].[H-].[CH2:7]([C@H:14]([C@@H:18]([CH2:22][C:23]1[CH:28]=[CH:27][CH:26]=[CH:25][CH:24]=1)[C:19](O)=[O:20])[C:15](O)=[O:16])[C:8]1[CH:13]=[CH:12][CH:11]=[CH:10][CH:9]=1. The catalyst is C1COCC1. (2) The reactants are Cl[C:2]1[C:11]2[C:6](=[CH:7][CH:8]=[CH:9][CH:10]=2)[CH:5]=[C:4]([C:12]2[CH:17]=[CH:16][CH:15]=[CH:14][C:13]=2[C:18]([F:21])([F:20])[F:19])[N:3]=1.[NH:22]1[CH:26]=[N:25][C:24]([NH2:27])=[N:23]1. The catalyst is C(O)C. The product is [NH:22]1[CH:26]=[N:25][C:24]([NH:27][C:2]2[C:11]3[C:6](=[CH:7][CH:8]=[CH:9][CH:10]=3)[CH:5]=[C:4]([C:12]3[CH:17]=[CH:16][CH:15]=[CH:14][C:13]=3[C:18]([F:21])([F:20])[F:19])[N:3]=2)=[N:23]1. The yield is 0.0400.